From a dataset of Reaction yield outcomes from USPTO patents with 853,638 reactions. Predict the reaction yield, written as a fraction of the theoretical maximum amount of product (1.0 means a 100% yield; for example, 0.34 means a 34% yield). (1) The product is [Cl:51][C:15]1[C:16](=[O:29])[C:17]2[C:18]([OH:28])=[C:19]3[C:10](=[CH:11][C:12]=2[C:13](=[O:43])[C:14]=1[NH:30][C@@H:31]1[C@H:36]([O:37][CH3:38])[C@H:35]([OH:39])[C@@H:34]([O:40][CH3:41])[C@H:33]([CH3:42])[O:32]1)[C:9](=[O:44])[C@:8]1([OH:45])[C@@:21]([O:25][CH3:26])([C@H:22]([OH:24])[CH2:23][C:6]2[CH:5]=[C:4]([CH3:46])[C:3]([C:47]([O:49][CH3:50])=[O:48])=[C:2]([OH:1])[C:7]=21)[C:20]3=[O:27]. The catalyst is C(Cl)(Cl)Cl. The yield is 0.140. The reactants are [OH:1][C:2]1[C:7]2[C@@:8]3([OH:45])[C@@:21]([O:25][CH3:26])([C@H:22]([OH:24])[CH2:23][C:6]=2[CH:5]=[C:4]([CH3:46])[C:3]=1[C:47]([O:49][CH3:50])=[O:48])[C:20](=[O:27])[C:19]1[C:10](=[CH:11][C:12]2[C:13](=[O:43])[C:14]([NH:30][C@@H:31]4[C@H:36]([O:37][CH3:38])[C@H:35]([OH:39])[C@@H:34]([O:40][CH3:41])[C@H:33]([CH3:42])[O:32]4)=[CH:15][C:16](=[O:29])[C:17]=2[C:18]=1[OH:28])[C:9]3=[O:44].[Cl:51]N1C(=O)CCC1=O.C(OOC(=O)C1C=CC=CC=1)(=O)C1C=CC=CC=1. (2) The reactants are [NH2:1][C:2]1[C:3]([N:9]2[CH2:14][CH2:13][CH:12]([CH2:15][C:16]([N:18]3[CH2:24][CH2:23][CH2:22][N:21]([CH3:25])[CH2:20][CH2:19]3)=[O:17])[CH2:11][CH2:10]2)=[N:4][CH:5]=[C:6]([Br:8])[CH:7]=1.[Cl:26][C:27]1[CH:28]=[C:29]([CH:33]=[CH:34][CH:35]=1)[C:30](Cl)=[O:31]. The catalyst is C(#N)C. The product is [Br:8][C:6]1[CH:7]=[C:2]([NH:1][C:30](=[O:31])[C:29]2[CH:33]=[CH:34][CH:35]=[C:27]([Cl:26])[CH:28]=2)[C:3]([N:9]2[CH2:10][CH2:11][CH:12]([CH2:15][C:16]([N:18]3[CH2:24][CH2:23][CH2:22][N:21]([CH3:25])[CH2:20][CH2:19]3)=[O:17])[CH2:13][CH2:14]2)=[N:4][CH:5]=1. The yield is 0.660. (3) The reactants are Cl.[CH:2]([N:5]1[C:9]([C:10]2[N:19]=[C:18]3[N:12]([CH2:13][CH2:14][O:15][C:16]4[CH:23]=[C:22]([CH:24]5[CH2:29][CH2:28][NH:27][CH2:26][CH2:25]5)[CH:21]=[CH:20][C:17]=43)[CH:11]=2)=[N:8][C:7]([CH3:30])=[N:6]1)([CH3:4])[CH3:3].[CH2:31]([O:33][C:34](=[O:39])[C:35](Br)([CH3:37])[CH3:36])[CH3:32].C(=O)([O-])[O-].[Cs+].[Cs+]. The catalyst is CN(C=O)C. The product is [CH2:31]([O:33][C:34](=[O:39])[C:35]([N:27]1[CH2:28][CH2:29][CH:24]([C:22]2[CH:21]=[CH:20][C:17]3[C:18]4[N:12]([CH2:13][CH2:14][O:15][C:16]=3[CH:23]=2)[CH:11]=[C:10]([C:9]2[N:5]([CH:2]([CH3:4])[CH3:3])[N:6]=[C:7]([CH3:30])[N:8]=2)[N:19]=4)[CH2:25][CH2:26]1)([CH3:37])[CH3:36])[CH3:32]. The yield is 0.360. (4) The reactants are [F:1][C:2]1[CH:7]=[CH:6][C:5]([O:8][CH3:9])=[CH:4][C:3]=1[C:10]1[CH:15]=[CH:14][C:13]([C:16](OC)=[O:17])=[CH:12][C:11]=1[O:20][CH:21]1[CH2:26][CH2:25][CH2:24][CH2:23][O:22]1.[H-].[H-].[H-].[H-].[Li+].[Al+3]. The catalyst is C1COCC1.O. The product is [F:1][C:2]1[CH:7]=[CH:6][C:5]([O:8][CH3:9])=[CH:4][C:3]=1[C:10]1[CH:15]=[CH:14][C:13]([CH2:16][OH:17])=[CH:12][C:11]=1[O:20][CH:21]1[CH2:26][CH2:25][CH2:24][CH2:23][O:22]1. The yield is 0.667. (5) The reactants are CN(C(ON1N=NC2C=CC=NC1=2)=[N+](C)C)C.F[P-](F)(F)(F)(F)F.[CH3:25][CH:26]([NH2:28])[CH3:27].[C:29]([C:32]1[C:40]2[C:35](=[N:36][CH:37]=[C:38]([C:41]3[C:49]4[CH2:48][CH2:47][CH2:46][CH2:45][C:44]=4[N:43]([CH3:50])[N+:42]=3[O-:51])[N:39]=2)[N:34]([CH2:52][O:53][CH2:54][CH2:55][Si:56]([CH3:59])([CH3:58])[CH3:57])[CH:33]=1)(O)=[O:30]. The catalyst is ClCCl. The product is [CH:26]([NH:28][C:29]([C:32]1[C:40]2[C:35](=[N:36][CH:37]=[C:38]([C:41]3[C:49]4[CH2:48][CH2:47][CH2:46][CH2:45][C:44]=4[N:43]([CH3:50])[N+:42]=3[O-:51])[N:39]=2)[N:34]([CH2:52][O:53][CH2:54][CH2:55][Si:56]([CH3:59])([CH3:58])[CH3:57])[CH:33]=1)=[O:30])([CH3:27])[CH3:25]. The yield is 0.915. (6) The reactants are [C:1]([C:4]1[CH:5]=[CH:6][C:7]([C:15]2[CH:24]=[CH:23][CH:22]=[C:21]3[C:16]=2[CH2:17][CH2:18][N:19]([C:25]([O:27][C:28]([CH3:31])([CH3:30])[CH3:29])=[O:26])[CH2:20]3)=[C:8]2[C:12]=1[NH:11][C@H:10]([CH3:13])[C@@H:9]2[CH3:14])(=[O:3])[NH2:2].[I:32]N1C(=O)CCC1=O.N1C=CC=CC=1. The catalyst is O1CCCC1. The product is [C:1]([C:4]1[CH:5]=[C:6]([I:32])[C:7]([C:15]2[CH:24]=[CH:23][CH:22]=[C:21]3[C:16]=2[CH2:17][CH2:18][N:19]([C:25]([O:27][C:28]([CH3:29])([CH3:31])[CH3:30])=[O:26])[CH2:20]3)=[C:8]2[C:12]=1[NH:11][C:10]([CH3:13])=[C:9]2[CH3:14])(=[O:3])[NH2:2]. The yield is 0.330. (7) The reactants are [CH2:1]([N:5]1[C:9](=[O:10])[C:8](Cl)=[C:7]([C:12]2[CH:17]=[CH:16][CH:15]=[CH:14][CH:13]=2)[S:6]1(=[O:19])=[O:18])[CH2:2][CH2:3][CH3:4].[CH2:20]([NH2:26])[CH2:21][CH2:22][CH2:23][CH2:24][CH3:25]. The catalyst is CN(C=O)C. The product is [CH2:1]([N:5]1[C:9](=[O:10])[C:8]([NH:26][CH2:20][CH2:21][CH2:22][CH2:23][CH2:24][CH3:25])=[C:7]([C:12]2[CH:17]=[CH:16][CH:15]=[CH:14][CH:13]=2)[S:6]1(=[O:19])=[O:18])[CH2:2][CH2:3][CH3:4]. The yield is 0.470. (8) The reactants are [I:1][C:2]1[N:6]([CH2:7][O:8][CH2:9][CH2:10][Si:11]([CH3:14])([CH3:13])[CH3:12])[N:5]=[CH:4][C:3]=1[N+:15]([O-])=O.[Cl-].[NH4+].C(N(CC)CC)C.[C:27]([O:31][C:32](O[C:32]([O:31][C:27]([CH3:30])([CH3:29])[CH3:28])=[O:33])=[O:33])([CH3:30])([CH3:29])[CH3:28]. The catalyst is C(O)C.ClCCl.C(OCC)(=O)C.[Fe].O1CCOCC1.O. The product is [I:1][C:2]1[N:6]([CH2:7][O:8][CH2:9][CH2:10][Si:11]([CH3:14])([CH3:13])[CH3:12])[N:5]=[CH:4][C:3]=1[NH:15][C:32](=[O:33])[O:31][C:27]([CH3:30])([CH3:29])[CH3:28]. The yield is 0.540. (9) The reactants are O=C1C2C(=CC=CC=2)C(=O)[N:3]1[O:12][CH:13]1[CH2:17][N:16]([C:18]([O:20][C:21]([CH3:24])([CH3:23])[CH3:22])=[O:19])[N:15]([C:25]([O:27][C:28]([CH3:31])([CH3:30])[CH3:29])=[O:26])[CH2:14]1.C(Cl)Cl.O.NN. The catalyst is C(O)C. The product is [NH2:3][O:12][CH:13]1[CH2:14][N:15]([C:25]([O:27][C:28]([CH3:29])([CH3:30])[CH3:31])=[O:26])[N:16]([C:18]([O:20][C:21]([CH3:24])([CH3:23])[CH3:22])=[O:19])[CH2:17]1. The yield is 0.830.